From a dataset of Catalyst prediction with 721,799 reactions and 888 catalyst types from USPTO. Predict which catalyst facilitates the given reaction. Reactant: [CH2:1]([O:8][C:9]([NH:11][C@H:12]([C:19]1[CH:24]=[CH:23][CH:22]=[C:21]([N+:25]([O-])=O)[CH:20]=1)[CH2:13][C:14]([O:16][CH2:17][CH3:18])=[O:15])=[O:10])[C:2]1[CH:7]=[CH:6][CH:5]=[CH:4][CH:3]=1.CC(O)=O.C([O-])(O)=O.[Na+]. Product: [NH2:25][C:21]1[CH:20]=[C:19]([C@@H:12]([NH:11][C:9]([O:8][CH2:1][C:2]2[CH:3]=[CH:4][CH:5]=[CH:6][CH:7]=2)=[O:10])[CH2:13][C:14]([O:16][CH2:17][CH3:18])=[O:15])[CH:24]=[CH:23][CH:22]=1. The catalyst class is: 314.